This data is from Full USPTO retrosynthesis dataset with 1.9M reactions from patents (1976-2016). The task is: Predict the reactants needed to synthesize the given product. (1) The reactants are: [CH2:1]([N:8]1[CH:13]=[C:12]([N+:14]([O-:16])=[O:15])[C:11](=[O:17])[NH:10][C:9]1=[O:18])[C:2]1[CH:7]=[CH:6][CH:5]=[CH:4][CH:3]=1.[C:19]([O:22][C:23]([O-])=O)([O-])=[O:20].[K+].[K+].Br[CH2:29]C(OC)=O. Given the product [CH2:1]([N:8]1[C:13]([CH3:29])=[C:12]([N+:14]([O-:16])=[O:15])[C:11](=[O:17])[N:10]([C:19]([O:22][CH3:23])=[O:20])[C:9]1=[O:18])[C:2]1[CH:3]=[CH:4][CH:5]=[CH:6][CH:7]=1, predict the reactants needed to synthesize it. (2) Given the product [C:9]([C:5]([C:11]1[CH:12]=[C:13]([CH:18]=[CH:19][CH:20]=1)[C:14]([O:16][CH3:17])=[O:15])([CH2:4][CH2:3][CH2:2][N:22]([CH2:23][CH2:24][C:25]1[CH:34]=[CH:33][C:28]([C:29]([O:31][CH3:32])=[O:30])=[CH:27][CH:26]=1)[CH3:21])[CH:6]([CH3:8])[CH3:7])#[N:10], predict the reactants needed to synthesize it. The reactants are: Br[CH2:2][CH2:3][CH2:4][C:5]([C:11]1[CH:12]=[C:13]([CH:18]=[CH:19][CH:20]=1)[C:14]([O:16][CH3:17])=[O:15])([C:9]#[N:10])[CH:6]([CH3:8])[CH3:7].[CH3:21][NH:22][CH2:23][CH2:24][C:25]1[CH:34]=[CH:33][C:28]([C:29]([O:31][CH3:32])=[O:30])=[CH:27][CH:26]=1. (3) Given the product [OH:26][CH2:25][CH2:24][CH2:23][NH:22][C:3]1[C:2]([C:31]2[CH:32]=[N:33][C:28]([CH3:27])=[CH:29][CH:30]=2)=[CH:21][C:6]([C:7]([NH:9][C:10]2[CH:15]=[CH:14][C:13]([O:16][C:17]([F:20])([F:19])[F:18])=[CH:12][CH:11]=2)=[O:8])=[CH:5][N:4]=1, predict the reactants needed to synthesize it. The reactants are: Br[C:2]1[C:3]([NH:22][CH2:23][CH2:24][CH2:25][OH:26])=[N:4][CH:5]=[C:6]([CH:21]=1)[C:7]([NH:9][C:10]1[CH:15]=[CH:14][C:13]([O:16][C:17]([F:20])([F:19])[F:18])=[CH:12][CH:11]=1)=[O:8].[CH3:27][C:28]1[N:33]=[CH:32][C:31](B(O)O)=[CH:30][CH:29]=1.C([O-])([O-])=O.[Na+].[Na+].CCO.